This data is from Experimentally validated miRNA-target interactions with 360,000+ pairs, plus equal number of negative samples. The task is: Binary Classification. Given a miRNA mature sequence and a target amino acid sequence, predict their likelihood of interaction. (1) The miRNA is hsa-miR-4534 with sequence GGAUGGAGGAGGGGUCU. The protein sequence of the target gene is MANSGLQLLGYFLALGGWVGIIASTALPQWKQSSYAGDAIITAVGLYEGLWMSCASQSTGQVQCKLYDSLLALDGHIQSARALMVVAVLLGFVAMVLSVVGMKCTRVGDSNPIAKGRVAIAGGALFILAGLCTLTAVSWYATLVTQEFFNPSTPVNARYEFGPALFVGWASAGLAVLGGSFLCCTCPEPERPNSSPQPYRPGPSAAAREPVVKLPASAKGPLGV. Result: 1 (interaction). (2) The protein sequence of the target gene is MEEYAREPCPWRIVDDCGGAFTMGTIGGGIFQAIKGFRNSPVGVNHRLRGSLTAIKTRAPQLGGSFAVWGGLFSMIDCSMVQVRGKEDPWNSITSGALTGAILAARNGPVAMVGSAAMGGILLALIEGAGILLTRFASAQFPNGPQFAEDPSQLPSTQLPSSPFGDYRQYQ. Result: 1 (interaction). The miRNA is hsa-miR-520a-3p with sequence AAAGUGCUUCCCUUUGGACUGU. (3) The miRNA is hsa-miR-532-3p with sequence CCUCCCACACCCAAGGCUUGCA. The protein sequence of the target gene is MEDKRNIQIIEWEHLDKKKFYVFGVAMTMMIRVSVYPFTLIRTRLQVQKGKSLYHGTFDAFIKILRADGITGLYRGFLVNTFTLISGQCYVTTYELTRKFVADYSQSNTVKSLVAGGSASLVAQSITVPIDVVSQHLMMQRKGEKMGRFQVRGNPEGQGVVAFGQTKDIIRQILQADGLRGFYRGYVASLLTYIPNSAVWWPFYHFYAEQLSYLCPKECPHIVFQAVSGPLAAATASILTNPMDVIRTRVQVEGKNSIILTFRQLMAEEGPWGLMKGLSARIISATPSTIVIVVGYESLK.... Result: 1 (interaction). (4) The miRNA is hsa-miR-4440 with sequence UGUCGUGGGGCUUGCUGGCUUG. The protein sequence of the target gene is MSGDYEDDLCRRALILVSDLCARVRDADTNDRCQEFNELRIRGYPRGPDADISVSLLSVIVTFCGIVLLGVSLFVSWKLCWVPWRDKGGSAVGGGPLRKDLAPGVGLAGLVGGGGHHLGASLGGHPLLGGPHHHGHTAHHPPFAELLEPGGLGGSEPPEPSYLDMDSYPEAAVASVVAAGVKPSQTSPELPSEGGTGSGLLLLPPSGGGLPSAQSHQQVTSLAPTTRYPALPRPLTQQTLTTQADPSTEERPPALPLPLPGGEEKAKLIGQIKPELYQGTGPGGRRGGGSGEAGAPCGRI.... Result: 0 (no interaction).